From a dataset of Full USPTO retrosynthesis dataset with 1.9M reactions from patents (1976-2016). Predict the reactants needed to synthesize the given product. (1) Given the product [C:1]([O:5][C:6]([N:8]1[CH2:12][C@H:11]([OH:37])[CH2:10][C@H:9]1[CH:13]([OH:15])[CH3:14])=[O:7])([CH3:4])([CH3:3])[CH3:2], predict the reactants needed to synthesize it. The reactants are: [C:1]([O:5][C:6]([N:8]1[CH2:12][CH2:11][CH2:10][CH:9]1[CH:13]([OH:15])[CH3:14])=[O:7])([CH3:4])([CH3:3])[CH3:2].CCCC[N+](CCCC)(CCCC)CCCC.[F-].C1C[O:37]CC1. (2) Given the product [OH:39][C:38]1([CH2:22][C:21]#[N:23])[C:37]2[C:36]3[O:35][C:34]([CH3:40])=[N:33][C:32]=3[CH:31]=[CH:30][C:29]=2[CH2:28][CH:27]1[CH:24]([CH3:26])[CH3:25], predict the reactants needed to synthesize it. The reactants are: C[Si](C)(C)N[Si](C)(C)C.C([Li])CCC.CCCCCC.[C:21](#[N:23])[CH3:22].[CH:24]([CH:27]1[C:38](=[O:39])[C:37]2[C:36]3[O:35][C:34]([CH3:40])=[N:33][C:32]=3[CH:31]=[CH:30][C:29]=2[CH2:28]1)([CH3:26])[CH3:25]. (3) Given the product [CH3:30][C:28]([CH3:31])([CH3:29])[C:27]([O:26][CH2:25][C@H:15]1[CH2:14][C@@H:13]([NH:12][S:9]([C:3]2[CH:4]=[C:5]([Cl:8])[CH:6]=[CH:7][C:2]=2[Cl:1])(=[O:10])=[O:11])[CH2:17][N:16]1[C:18]#[N:36])=[O:32], predict the reactants needed to synthesize it. The reactants are: [Cl:1][C:2]1[CH:7]=[CH:6][C:5]([Cl:8])=[CH:4][C:3]=1[S:9]([NH:12][C@H:13]1[CH2:17][N:16]([C:18](OC(C)(C)C)=O)[C@@H:15]([CH2:25][O:26][C:27](=[O:32])[C:28]([CH3:31])([CH3:30])[CH3:29])[CH2:14]1)(=[O:11])=[O:10].Cl.CC[N:36](C(C)C)C(C)C.BrC#N.C(O)C(N)(CO)CO.